Dataset: Catalyst prediction with 721,799 reactions and 888 catalyst types from USPTO. Task: Predict which catalyst facilitates the given reaction. (1) Product: [Br:1][C:2]1[CH:11]=[C:10]2[C:5]([CH:6]=[CH:7][CH:8]=[N+:9]2[O-:20])=[CH:4][CH:3]=1. Reactant: [Br:1][C:2]1[CH:11]=[C:10]2[C:5]([CH:6]=[CH:7][CH:8]=[N:9]2)=[CH:4][CH:3]=1.ClC1C=CC=C(C(OO)=[O:20])C=1.O. The catalyst class is: 2. (2) Reactant: Cl[C:2]1[CH:7]=[N:6][N:5]([CH3:8])[C:4](=[O:9])[C:3]=1[O:10][CH3:11].B1(B2OC(C)(C)C(C)(C)O2)OC(C)(C)C(C)(C)O1.C1(P(C2CCCCC2)C2CCCCC2)CCCCC1.C([O-])(=O)C.[K+].Br[C:55]1[CH:60]=[CH:59][C:58]([C:61]([F:64])([F:63])[F:62])=[CH:57][N:56]=1.[F-].[Cs+]. Product: [CH3:11][O:10][C:3]1[C:4](=[O:9])[N:5]([CH3:8])[N:6]=[CH:7][C:2]=1[C:55]1[CH:60]=[CH:59][C:58]([C:61]([F:64])([F:63])[F:62])=[CH:57][N:56]=1. The catalyst class is: 62. (3) Reactant: [Br:1][C:2]1[CH:3]=[CH:4][C:5]2[O:9][C:8]([C:10](O)=[O:11])=[C:7]([CH3:13])[C:6]=2[C:14]=1[O:15][CH:16]([CH3:18])[CH3:17].B.C1COCC1. Product: [Br:1][C:2]1[CH:3]=[CH:4][C:5]2[O:9][C:8]([CH2:10][OH:11])=[C:7]([CH3:13])[C:6]=2[C:14]=1[O:15][CH:16]([CH3:18])[CH3:17]. The catalyst class is: 1. (4) Reactant: [Br:1][C:2]1[CH:7]=[CH:6][C:5]([C:8]([F:15])([F:14])[C:9]([O:11]CC)=[O:10])=[CH:4][CH:3]=1.O1CCCC1.CO.O.[OH-].[Li+]. Product: [Br:1][C:2]1[CH:7]=[CH:6][C:5]([C:8]([F:14])([F:15])[C:9]([OH:11])=[O:10])=[CH:4][CH:3]=1. The catalyst class is: 6. (5) Reactant: [CH2:1]([O:3][C:4]1[CH:5]=[C:6]([CH:9]=[CH:10][C:11]=1[OH:12])[CH:7]=[O:8])[CH3:2].[CH3:13][S:14](Cl)(=[O:16])=[O:15].O. Product: [CH2:1]([O:3][C:4]1[CH:5]=[C:6]([CH:7]=[O:8])[CH:9]=[CH:10][C:11]=1[O:12][S:14]([CH3:13])(=[O:16])=[O:15])[CH3:2]. The catalyst class is: 4. (6) Reactant: C(OC([N:8]1[CH2:13][CH2:12][CH:11]([S:14][C:15]2[C:20]([CH3:21])=[C:19]([Cl:22])[N:18]=[CH:17][N:16]=2)[CH2:10][CH2:9]1)=O)(C)(C)C.Cl. Product: [Cl:22][C:19]1[C:20]([CH3:21])=[C:15]([S:14][CH:11]2[CH2:12][CH2:13][NH:8][CH2:9][CH2:10]2)[N:16]=[CH:17][N:18]=1. The catalyst class is: 12. (7) Reactant: [OH:1][C:2]1[C:9]([OH:10])=[CH:8][CH:7]=[CH:6][C:3]=1[CH:4]=[O:5].C(=O)([O-])[O-].[K+].[K+].Br[CH2:18][CH2:19]Br. Product: [O:10]1[CH2:19][CH2:18][O:1][C:2]2[C:3]([CH:4]=[O:5])=[CH:6][CH:7]=[CH:8][C:9]1=2. The catalyst class is: 21.